This data is from Reaction yield outcomes from USPTO patents with 853,638 reactions. The task is: Predict the reaction yield, written as a fraction of the theoretical maximum amount of product (1.0 means a 100% yield; for example, 0.34 means a 34% yield). (1) The reactants are Cl[C:2]1[C:7]([CH:8]=[O:9])=[C:6]([NH:10][C:11]2[CH:16]=[CH:15][CH:14]=[CH:13][C:12]=2[Cl:17])[N:5]=[C:4]([S:18][CH3:19])[N:3]=1.[H-].[Na+].[C:22]1([OH:28])[CH:27]=[CH:26][CH:25]=[CH:24][CH:23]=1. The catalyst is CS(C)=O. The product is [Cl:17][C:12]1[CH:13]=[CH:14][CH:15]=[CH:16][C:11]=1[NH:10][C:6]1[C:7]([CH:8]=[O:9])=[C:2]([O:28][C:22]2[CH:27]=[CH:26][CH:25]=[CH:24][CH:23]=2)[N:3]=[C:4]([S:18][CH3:19])[N:5]=1. The yield is 0.450. (2) The reactants are O[CH:2]=[C:3]1[C:11]2[C:6](=[CH:7][C:8]([C:12]([C:14]3[CH:15]=[C:16]([NH:20][C:21]([C:23]4[N:24]([CH3:29])[N:25]=[C:26]([CH3:28])[CH:27]=4)=[O:22])[CH:17]=[CH:18][CH:19]=3)=[O:13])=[CH:9][CH:10]=2)[NH:5][C:4]1=[O:30].[NH2:31][C:32]1[CH:37]=[CH:36][C:35]([N:38]2[CH2:43][CH2:42][O:41][CH2:40][CH2:39]2)=[CH:34][CH:33]=1. The catalyst is C1COCC1. The product is [N:38]1([C:35]2[CH:34]=[CH:33][C:32]([NH:31][CH:2]=[C:3]3[C:11]4[C:6](=[CH:7][C:8]([C:12]([C:14]5[CH:15]=[C:16]([NH:20][C:21]([C:23]6[N:24]([CH3:29])[N:25]=[C:26]([CH3:28])[CH:27]=6)=[O:22])[CH:17]=[CH:18][CH:19]=5)=[O:13])=[CH:9][CH:10]=4)[NH:5][C:4]3=[O:30])=[CH:37][CH:36]=2)[CH2:39][CH2:40][O:41][CH2:42][CH2:43]1. The yield is 0.580. (3) The reactants are CC1C=C(C)C=C(C)C=1S([O-])(=O)=O.[NH2:14][N+:15]1[CH:20]=[CH:19][CH:18]=[CH:17][C:16]=1[NH2:21].Cl[C:23](=O)[C:24]([O:26][CH2:27][CH3:28])=[O:25]. The catalyst is N1C=CC=CC=1.C(OCC)C. The product is [CH2:27]([O:26][C:24]([C:23]1[N:21]=[C:16]2[CH:17]=[CH:18][CH:19]=[CH:20][N:15]2[N:14]=1)=[O:25])[CH3:28]. The yield is 0.906. (4) The reactants are [F-].C([N+](CCCC)(CCCC)CCCC)CCC.[CH3:19][C:20]1[S:24][CH:23]=[C:22]([C:25]2[CH:32]=[CH:31][CH:30]=[CH:29][C:26]=2[CH:27]=[O:28])[CH:21]=1.[F:33][C:34]([Si](C)(C)C)([F:36])[F:35].Cl. The catalyst is C1COCC1. The product is [F:33][C:34]([F:36])([F:35])[CH:27]([C:26]1[CH:29]=[CH:30][CH:31]=[CH:32][C:25]=1[C:22]1[CH:21]=[C:20]([CH3:19])[S:24][CH:23]=1)[OH:28]. The yield is 0.870. (5) The reactants are [Cl:1][C:2]1[CH:7]=[CH:6][C:5]([O:8][CH3:9])=[CH:4][C:3]=1[C:10]1[CH:20]=[C:19]([CH3:21])[C:13]2[N:14]=[C:15]([NH2:18])[N:16]=[N:17][C:12]=2[CH:11]=1.Br[C:23]1[CH:24]=[C:25]([CH:34]=[CH:35][CH:36]=1)[O:26][CH2:27][CH2:28][N:29]1[CH2:33][CH2:32][CH2:31][CH2:30]1.C(=O)([O-])[O-].[Cs+].[Cs+].C1(P(C2C=CC=CC=2)C2C3OC4C(=CC=CC=4P(C4C=CC=CC=4)C4C=CC=CC=4)C(C)(C)C=3C=CC=2)C=CC=CC=1. The catalyst is [Pd].[Pd].C(=CC(C=CC1C=CC=CC=1)=O)C1C=CC=CC=1.C(=CC(C=CC1C=CC=CC=1)=O)C1C=CC=CC=1.C(=CC(C=CC1C=CC=CC=1)=O)C1C=CC=CC=1. The product is [Cl:1][C:2]1[CH:7]=[CH:6][C:5]([O:8][CH3:9])=[CH:4][C:3]=1[C:10]1[CH:20]=[C:19]([CH3:21])[C:13]2[N:14]=[C:15]([NH:18][C:23]3[CH:36]=[CH:35][CH:34]=[C:25]([O:26][CH2:27][CH2:28][N:29]4[CH2:30][CH2:31][CH2:32][CH2:33]4)[CH:24]=3)[N:16]=[N:17][C:12]=2[CH:11]=1. The yield is 0.650. (6) The reactants are [O-]CC.[Na+].[CH2:5]([N:7]1[C:11]([CH:12]=O)=[CH:10][C:9]([N:14]([CH3:23])[S:15]([C:18]2[S:19][CH:20]=[CH:21][CH:22]=2)(=[O:17])=[O:16])=[CH:8]1)[CH3:6].[N:24]([CH2:27][C:28]([O:30][CH2:31][CH3:32])=[O:29])=[N+]=[N-].[Cl-].[NH4+]. The catalyst is C(O)C. The product is [CH2:5]([N:7]1[C:11]2[CH:12]=[C:27]([C:28]([O:30][CH2:31][CH3:32])=[O:29])[NH:24][C:10]=2[C:9]([N:14]([CH3:23])[S:15]([C:18]2[S:19][CH:20]=[CH:21][CH:22]=2)(=[O:17])=[O:16])=[CH:8]1)[CH3:6]. The yield is 0.320.